Dataset: Experimentally validated miRNA-target interactions with 360,000+ pairs, plus equal number of negative samples. Task: Binary Classification. Given a miRNA mature sequence and a target amino acid sequence, predict their likelihood of interaction. (1) The miRNA is hsa-miR-4314 with sequence CUCUGGGAAAUGGGACAG. The protein sequence of the target gene is MVRFKHRYLLCELVSDDPRCRLSLDDRVLSSLVRDTIARVHGTFGAAACSIGFAVRYLNAYTGIVLLRCRKEFYQLVWSALPFITYLENKGHRYPCFFNTLHVGGTIRTCQKFLIQYNRRQLLILLQNCTDEGEREAIQKSVTRSCLLEEEEESGEEAAEAME. Result: 0 (no interaction). (2) The miRNA is hsa-miR-4781-5p with sequence UAGCGGGGAUUCCAAUAUUGG. The protein sequence of the target gene is MSHGSGLVRTTCSSGGALGPGQPSEGLLDRVYPLTHGALFKVAQMVTLLIAFICVRSSVPIDYGAHSFFEVVTMCDLIMILIFYLVHLFRFYRVLTCISWPLSELLHYLIGTLLLLIASIVIASKSYNQSGLVAGAIFGFLASFLCLASLWLSYKITCITQSSDASA. Result: 0 (no interaction). (3) The miRNA is hsa-miR-6806-5p with sequence UGUAGGCAUGAGGCAGGGCCCAGG. The protein sequence of the target gene is MSCAGAAAAPRLWRLRPGARRSLSAYGRRTSVRFRSSGMTLDNISRAAVDRIIRVDHAGEYGANRIYAGQMAVLGRTSVGPVIQKMWDQEKDHLKKFNELMVTFRVRPTVLMPLWNVLGFALGAGTALLGKEGAMACTVAVEESIAHHYNNQIRTLMEEDPEKYEELLQLIKKFRDEELEHHDIGLDHDAELAPAYAVLKSIIQAGCRVAIYLSERL. Result: 0 (no interaction). (4) The miRNA is hsa-miR-4665-5p with sequence CUGGGGGACGCGUGAGCGCGAGC. The protein sequence of the target gene is MSTTTCQVVAFLLSILGLAGCIAATGMDMWSTQDLYDNPVTSVFQYEGLWRSCVRQSSGFTECRPYFTILGLPAMLQAVRALMIVGIVLGAIGLLVSIFALKCIRIGSMEDSAKANMTLTSGIMFIVSGLCAIAGVSVFANMLVTNFWMSTANMYTGMGGMVQTVQTRYTFGAALFVGWVAGGLTLIGGVMMCIACRGLAPEETNYKAVSYHASGHSVAYKPGGFKASTGFGSNTKNKKIYDGGARTEDEVQSYPSKHDYV. Result: 0 (no interaction). (5) The miRNA is mmu-miR-362-3p with sequence AACACACCUGUUCAAGGAUUCA. The protein sequence of the target gene is MRRAKSRRGPCEPVLRAPPPICYSPSSPVQILEDPAYFYPDLQLYSGRHEASTLTVEASGGLRGKSVEDPLSSFHSPNFLRTPEVEMRGSEDVASGRVLQRLIQEQLRYGTPTENMNLLAIQHQATGSAGPAHATTNFSSTETLTQEDPQMVYQSARQEPQGQEHQGDNTVMEKQVRSTQPQQNNEELPTYEEAKAQSQFFRGQQQQQQQQQQQQQQQQQQGQGPLSHTYYMAGGTSQKSRTEGRPTVNRANSGQAHKDEALKELKQGHVRSLSERIMQLSLERNGAKQHLPSSGNGKSF.... Result: 1 (interaction).